This data is from Human liver microsome stability data. The task is: Regression/Classification. Given a drug SMILES string, predict its absorption, distribution, metabolism, or excretion properties. Task type varies by dataset: regression for continuous measurements (e.g., permeability, clearance, half-life) or binary classification for categorical outcomes (e.g., BBB penetration, CYP inhibition). Dataset: hlm. (1) The molecule is CC(F)Cc1nc(CN2CCC(O[C@H]3CC[C@H](Oc4cnc(S(C)(=O)=O)cn4)CC3)CC2)no1. The result is 0 (unstable in human liver microsomes). (2) The compound is COc1ccc(-c2cc(-c3ccc(S(C)(=O)=O)cc3C(F)(F)F)cnc2N)cn1. The result is 0 (unstable in human liver microsomes).